Dataset: Catalyst prediction with 721,799 reactions and 888 catalyst types from USPTO. Task: Predict which catalyst facilitates the given reaction. Reactant: [NH2:1][C:2]1[N:7]=[C:6]([S:8][CH2:9][C:10]2[N:11]=[C:12]([CH3:15])[S:13][CH:14]=2)[NH:5][C:4](=[O:16])[CH:3]=1.N1C=CC=CC=1.[S-:23][C:24]#[N:25].[K+].BrBr. Product: [NH2:25][C:24]1[S:23][C:3]2[C:4](=[O:16])[NH:5][C:6]([S:8][CH2:9][C:10]3[N:11]=[C:12]([CH3:15])[S:13][CH:14]=3)=[N:7][C:2]=2[N:1]=1. The catalyst class is: 3.